Task: Predict the reactants needed to synthesize the given product.. Dataset: Full USPTO retrosynthesis dataset with 1.9M reactions from patents (1976-2016) Given the product [Br-:29].[CH2:22]([N+:19]1[CH:20]=[CH:21][C:16](=[CH:15][CH:7]2[CH2:6][C:5]3[C:9](=[CH:10][C:11]([O:12][CH3:13])=[C:3]([O:2][CH3:1])[CH:4]=3)[C:8]2=[O:14])[CH2:17][CH:18]=1)[C:23]1[CH:28]=[CH:27][CH:26]=[CH:25][CH:24]=1, predict the reactants needed to synthesize it. The reactants are: [CH3:1][O:2][C:3]1[CH:4]=[C:5]2[C:9](=[CH:10][C:11]=1[O:12][CH3:13])[C:8](=[O:14])[C:7](=[CH:15][C:16]1[CH:21]=[CH:20][N:19]=[CH:18][CH:17]=1)[CH2:6]2.[CH2:22]([Br:29])[C:23]1[CH:28]=[CH:27][CH:26]=[CH:25][CH:24]=1.